This data is from Experimentally validated miRNA-target interactions with 360,000+ pairs, plus equal number of negative samples. The task is: Binary Classification. Given a miRNA mature sequence and a target amino acid sequence, predict their likelihood of interaction. (1) The miRNA is hsa-miR-6726-3p with sequence CUCGCCCUGUCUCCCGCUAG. The protein sequence of the target gene is MGEKSENCGVPEDLLNGLKVTDTQEAECAGPPVPDPKNQHSQSKLLRDDEAHLQEDQGEEECFHDCSASFEEEPGADKVENKSNEDVNSSELDEEYLIELEKNMSDEEKQKRREESTRLKEEGNEQFKKGDYIEAESSYSRALEMCPSCFQKERSILFSNRAAARMKQDKKEMAINDCSKAIQLNPSYIRAILRRAELYEKTDKLDEALEDYKSILEKDPSIHQAREACMRLPKQIEERNERLKEEMLGKLKDLGNLVLRPFGLSTENFQIKQDSSTGSYSINFVQNPNNNR. Result: 0 (no interaction). (2) The miRNA is hsa-miR-4723-5p with sequence UGGGGGAGCCAUGAGAUAAGAGCA. The protein sequence of the target gene is MIPPEPPQPQLQPPPPPAPPNHVVTTIENLPAEGSGGVSLSASSRASMRQRIRKVLNREMLISVALGQVLSLLVCGIGLTSKYLAEDFHANTPVFQSFLNYILLFLVYTTTLAVRQGEENLLAILRRRWWKYMILGLIDLEANYLVVKAYQYTTLTSVQLLDCFVIPVVILLSWFFLLIRYKAVHFIGIVVCILGMGCMVGADVLVGRHQGAGENKLVGDLLVLGGATLYGISNVWEESIIRTLSRVEFLGMIGLFGAFFSGIQLAIMEHKELLKVPWDWQIGLLYVGFSACMFGLYSFM.... Result: 0 (no interaction). (3) The miRNA is hsa-miR-580-5p with sequence UAAUGAUUCAUCAGACUCAGAU. The protein sequence of the target gene is MPTRVCCCCSALRPRYKRLVDNIFPEDPKDGLVKTDMEKLTFYAVSAPEKLDRIGSYLAERLSRDVVRHRSGYVLIAMEALDQLLMACHSQSIKPFVESFLHMVAKLLESGEPKLQVLGTNSFVKFANIEEDTPSYHRRYDFFVSRFSAMCHSCHSDPEIRTEIRIAGIRGIQGVVRKTVNDELRATIWEPQHMDKIVPSLLFNMQKIEEVDSRIGPPSSPSATDKEENPAVLAENCFRELLGRATFGNMNNAVRPVFAHLDHHKLWDPNEFAVHCFKIIMYSIQAQYSHHVIQEILGHL.... Result: 0 (no interaction). (4) The miRNA is mmu-miR-297b-3p with sequence UAUACAUACACACAUACCCAUA. The protein sequence of the target gene is MNGTLDHPDQPDLDAIKMFVGQVPRTWSEKDLRELFEQYGAVYEINILRDRSQNPPQSKGCCFVTFYTRKAALEAQNALHNMKVLPGMHHPIQMKPADSEKNNAVEDRKLFIGMISKKCTENDIRVMFSSFGQIEECRILRGPDGLSRGCAFVTFTTRTMAQTAIKAMHQAQTMEGCSSPMVVKFADTQKDKEQKRMAQQLQQQMQQISAASVWGNLAGLNTLGPQYLALYLQLLQQTASSGNLNTLSSLHPMGGLNAMQLQNLAALAAAASAAQNTPSGTNALTTSSSPLSVLTSSGSS.... Result: 0 (no interaction). (5) The miRNA is hsa-miR-4303 with sequence UUCUGAGCUGAGGACAG. The protein sequence of the target gene is MNHSPLKTALAYECFQDQDNSTLALPSDQKMKTGTSGRQRVQEQVMMTVKRQKSKSSQSSTLSHSNRGSMYDGLADNYNYGTTSRSSYYSKFQAGNGSWGYPIYNGTLKREPDNRRFSSYSQMENWSRHYPRGSCNTTGAGSDICFMQKIKASRSEPDLYCDPRGTLRKGTLGSKGQKTTQNRYSFYSTCSGQKAIKKCPVRPPSCASKQDPVYIPPISCNKDLSFGHSRASSKICSEDIECSGLTIPKAVQYLSSQDEKYQAIGAYYIQHTCFQDESAKQQVYQLGGICKLVDLLRSPN.... Result: 1 (interaction).